From a dataset of Full USPTO retrosynthesis dataset with 1.9M reactions from patents (1976-2016). Predict the reactants needed to synthesize the given product. (1) The reactants are: Cl.[NH2:2][C:3]1[NH:7][N:6]=[C:5]([NH:8][C:9]2[CH:14]=[C:13]([C:15]([F:18])([F:17])[F:16])[C:12]([C:19]3[CH:24]=[CH:23][C:22]([S:25]([NH:28][C:29]4([CH3:33])[CH2:32][NH:31][CH2:30]4)(=[O:27])=[O:26])=[CH:21][CH:20]=3)=[C:11]([Cl:34])[CH:10]=2)[N:4]=1.[CH3:35][C:36]([CH3:38])=[O:37].C(O)(=O)C.C([BH3-])#N.[Na+].[CH3:47][OH:48]. Given the product [F:16][C:15]([F:18])([F:17])[C:47]([OH:37])=[O:48].[NH2:2][C:3]1[NH:7][N:6]=[C:5]([NH:8][C:9]2[CH:14]=[C:13]([C:15]([F:16])([F:18])[F:17])[C:12]([C:19]3[CH:24]=[CH:23][C:22]([S:25]([NH:28][C:29]4([CH3:33])[CH2:32][N:31]([CH:36]([CH3:38])[CH3:35])[CH2:30]4)(=[O:26])=[O:27])=[CH:21][CH:20]=3)=[C:11]([Cl:34])[CH:10]=2)[N:4]=1, predict the reactants needed to synthesize it. (2) Given the product [C:14]1([C:4]2[N:5]=[C:6]([C:8]3[CH:13]=[CH:12][CH:11]=[CH:10][CH:9]=3)[N:7]=[C:2]([N:20]([C:2]3[N:7]=[C:6]([C:8]4[CH:13]=[CH:12][CH:11]=[CH:10][CH:9]=4)[N:5]=[C:4]([C:14]4[CH:15]=[CH:16][CH:17]=[CH:18][CH:19]=4)[N:3]=3)[CH:21]3[CH:33]=[CH:32][C:31]4[C:30]5[C:25](=[CH:26][CH:27]=[CH:28][CH:29]=5)[CH2:24][C:23]=4[C:22]43[C:45]3[C:37]([C:38]5[C:43]([CH:44]=3)=[CH:42][CH:41]=[CH:40][CH:39]=5)=[CH:36][CH:35]=[CH:34]4)[N:3]=2)[CH:19]=[CH:18][CH:17]=[CH:16][CH:15]=1, predict the reactants needed to synthesize it. The reactants are: Cl[C:2]1[N:7]=[C:6]([C:8]2[CH:13]=[CH:12][CH:11]=[CH:10][CH:9]=2)[N:5]=[C:4]([C:14]2[CH:19]=[CH:18][CH:17]=[CH:16][CH:15]=2)[N:3]=1.[NH2:20][C:21]1[C:22]2([C:45]3[C:37]([C:38]4[C:43]([CH:44]=3)=[CH:42][CH:41]=[CH:40][CH:39]=4)=[CH:36][CH:35]=[CH:34]2)[C:23]2[C:31](=[CH:32][CH:33]=1)[C:30]1[C:25](=[CH:26][CH:27]=[CH:28][CH:29]=1)[CH:24]=2.[H-].[Na+]. (3) Given the product [C:6]([O:10][C:11]([NH:13][C:14]([CH3:26])([CH3:27])[CH2:15][C:16]1[N:20]([CH2:4][CH2:3][O:2][CH3:1])[N:19]=[C:18]([C:21]([O:23][CH2:24][CH3:25])=[O:22])[CH:17]=1)=[O:12])([CH3:8])([CH3:9])[CH3:7], predict the reactants needed to synthesize it. The reactants are: [CH3:1][O:2][CH2:3][CH2:4]Br.[C:6]([O:10][C:11]([NH:13][C:14]([CH3:27])([CH3:26])[CH2:15][C:16]1[NH:20][N:19]=[C:18]([C:21]([O:23][CH2:24][CH3:25])=[O:22])[CH:17]=1)=[O:12])([CH3:9])([CH3:8])[CH3:7].O.NN.C(O)(=O)C(O)=O.C(NN)CC.CC(C)([O-])C.[Na+]. (4) Given the product [N:5]1[C:6]2[C:11](=[CH:10][CH:9]=[CH:8][CH:7]=2)[CH:20]=[CH:16][CH:17]=1, predict the reactants needed to synthesize it. The reactants are: [Cl-].[In+3].[Cl-].[Cl-].[NH2:5][C:6]1[CH:11]=[CH:10][C:9](S(N)(=O)=O)=[CH:8][CH:7]=1.[CH:16]1[CH2:20]C=C[CH:17]=1.O1C=CCC1. (5) Given the product [Cl:1][C:2]1[CH:3]=[CH:4][C:5]([O:8][C:9]([N:11]2[C:19]3[C:14](=[CH:15][C:16]([C:21]#[C:22][CH2:23][CH2:24][CH2:25][O:26][S:37]([CH3:36])(=[O:39])=[O:38])=[C:17]([F:20])[CH:18]=3)[CH2:13][CH2:12]2)=[O:10])=[CH:6][CH:7]=1, predict the reactants needed to synthesize it. The reactants are: [Cl:1][C:2]1[CH:7]=[CH:6][C:5]([O:8][C:9]([N:11]2[C:19]3[C:14](=[CH:15][C:16]([C:21]#[C:22][CH2:23][CH2:24][CH2:25][OH:26])=[C:17]([F:20])[CH:18]=3)[CH2:13][CH2:12]2)=[O:10])=[CH:4][CH:3]=1.C(N(C(C)C)C(C)C)C.[CH3:36][S:37](Cl)(=[O:39])=[O:38].CCOCC. (6) Given the product [NH2:1][C:2]1[N:7]=[CH:6][C:5]([C:8]2[N:9]=[C:10]([N:20]3[CH2:21][CH2:22][O:23][CH2:24][CH2:25]3)[C:11]3[S:16][C:15]([C:17]4[O:18][N:44]=[C:40]([CH2:41][CH2:42][OH:43])[N:39]=4)=[CH:14][C:12]=3[N:13]=2)=[CH:4][N:3]=1, predict the reactants needed to synthesize it. The reactants are: [NH2:1][C:2]1[N:7]=[CH:6][C:5]([C:8]2[N:9]=[C:10]([N:20]3[CH2:25][CH2:24][O:23][CH2:22][CH2:21]3)[C:11]3[S:16][C:15]([C:17](O)=[O:18])=[CH:14][C:12]=3[N:13]=2)=[CH:4][N:3]=1.C1N=CN(C(N2C=NC=C2)=O)C=1.O[N:39]=[C:40]([NH2:44])[CH2:41][CH2:42][OH:43]. (7) Given the product [CH3:16][O:15][C:12]1[CH:11]=[C:5]([CH:4]=[C:3]([O:2][CH3:1])[C:13]=1[O:14][Si:22]([C:25]([CH3:28])([CH3:27])[CH3:26])([CH3:24])[CH3:23])/[CH:6]=[CH:7]/[C:8]([OH:10])=[O:9], predict the reactants needed to synthesize it. The reactants are: [CH3:1][O:2][C:3]1[CH:4]=[C:5]([CH:11]=[C:12]([O:15][CH3:16])[C:13]=1[OH:14])[CH:6]=[CH:7][C:8]([OH:10])=[O:9].N1C=CN=C1.[Si:22](Cl)([C:25]([CH3:28])([CH3:27])[CH3:26])([CH3:24])[CH3:23].